From a dataset of Full USPTO retrosynthesis dataset with 1.9M reactions from patents (1976-2016). Predict the reactants needed to synthesize the given product. (1) Given the product [CH3:23][O:22][C:13]1[CH:12]=[C:11]([NH:10][C:8](=[O:9])[C:7]([NH:6][C:3]([CH3:5])([CH3:4])[CH2:2][NH:1][CH2:25][C:26]2[CH:33]=[CH:32][C:29]([CH3:30])=[CH:28][CH:27]=2)=[O:24])[CH:16]=[CH:15][C:14]=1[C:17]1[O:21][CH:20]=[N:19][CH:18]=1, predict the reactants needed to synthesize it. The reactants are: [NH2:1][CH2:2][C:3]([NH:6][C:7](=[O:24])[C:8]([NH:10][C:11]1[CH:16]=[CH:15][C:14]([C:17]2[O:21][CH:20]=[N:19][CH:18]=2)=[C:13]([O:22][CH3:23])[CH:12]=1)=[O:9])([CH3:5])[CH3:4].[CH3:25][C:26]1[CH:33]=[CH:32][C:29]([CH:30]=O)=[CH:28][CH:27]=1.C(O[BH-](OC(=O)C)OC(=O)C)(=O)C.[Na+]. (2) Given the product [Br:13][C:14]1[CH:19]=[CH:18][CH:17]=[CH:16][C:15]=1[CH2:20][NH:9][C:6]1[CH:7]=[CH:8][C:3]([O:2][CH3:1])=[CH:4][C:5]=1[N+:10]([O-:12])=[O:11], predict the reactants needed to synthesize it. The reactants are: [CH3:1][O:2][C:3]1[CH:8]=[CH:7][C:6]([NH2:9])=[C:5]([N+:10]([O-:12])=[O:11])[CH:4]=1.[Br:13][C:14]1[CH:19]=[CH:18][CH:17]=[CH:16][C:15]=1[CH2:20]Br.C([O-])([O-])=O.[K+].[K+]. (3) The reactants are: [F:1][C:2]([F:24])([F:23])[C:3]1[CH:4]=[C:5]([C:9]2[N:10]=[C:11]([C@H:14]3[CH2:19][CH2:18][C@H:17]([C:20](O)=[O:21])[CH2:16][CH2:15]3)[NH:12][CH:13]=2)[CH:6]=[CH:7][CH:8]=1.[CH3:25][C:26]1[CH:31]=[CH:30][C:29]([S:32]([NH2:35])(=[O:34])=[O:33])=[CH:28][CH:27]=1.C(Cl)CCl. Given the product [CH3:25][C:26]1[CH:27]=[CH:28][C:29]([S:32]([NH:35][C:20]([C@H:17]2[CH2:16][CH2:15][C@H:14]([C:11]3[NH:12][CH:13]=[C:9]([C:5]4[CH:6]=[CH:7][CH:8]=[C:3]([C:2]([F:24])([F:23])[F:1])[CH:4]=4)[N:10]=3)[CH2:19][CH2:18]2)=[O:21])(=[O:34])=[O:33])=[CH:30][CH:31]=1, predict the reactants needed to synthesize it. (4) Given the product [CH:11]([OH:22])=[O:29].[CH:33]([OH:34])=[O:22].[N:23]1[C:28]2[O:29][CH2:30][CH2:31][O:32][C:27]=2[CH:26]=[C:25]([CH2:33][NH:1][CH:2]2[CH2:3][CH2:4][N:5]([CH2:8][CH2:9][N:10]3[C:19]4[C:14](=[C:15]([F:21])[CH:16]=[C:17]([F:20])[CH:18]=4)[CH:13]=[CH:12][C:11]3=[O:22])[CH2:6][CH2:7]2)[N:24]=1, predict the reactants needed to synthesize it. The reactants are: [NH2:1][CH:2]1[CH2:7][CH2:6][N:5]([CH2:8][CH2:9][N:10]2[C:19]3[C:14](=[C:15]([F:21])[CH:16]=[C:17]([F:20])[CH:18]=3)[CH:13]=[CH:12][C:11]2=[O:22])[CH2:4][CH2:3]1.[N:23]1[C:28]2[O:29][CH2:30][CH2:31][O:32][C:27]=2[CH:26]=[C:25]([CH:33]=[O:34])[N:24]=1. (5) Given the product [Cl:1][C:2]1[CH:3]=[CH:4][C:5]([C:8]2[C:9]([CH2:24][CH2:25][C:26]3([OH:31])[CH2:27][CH2:28][CH2:29][CH2:30]3)=[N:10][CH:11]=[C:12]([CH:23]=2)[C:13]([NH:15][C@@H:16]2[CH2:21][CH2:20][CH2:19][CH2:18][C@H:17]2[OH:22])=[O:14])=[CH:6][CH:7]=1, predict the reactants needed to synthesize it. The reactants are: [Cl:1][C:2]1[CH:7]=[CH:6][C:5]([C:8]2[C:9]([C:24]#[C:25][C:26]3([OH:31])[CH2:30][CH2:29][CH2:28][CH2:27]3)=[N:10][CH:11]=[C:12]([CH:23]=2)[C:13]([NH:15][C@@H:16]2[CH2:21][CH2:20][CH2:19][CH2:18][C@H:17]2[OH:22])=[O:14])=[CH:4][CH:3]=1. (6) Given the product [O:35]=[C:30]1[CH:31]=[CH:32][C:33](=[O:34])[N:29]1[CH2:28][CH2:27][CH2:26][CH2:25][CH2:24][C:23]([N:22]([CH2:21][CH2:20][N:18]([CH3:19])[C:17](=[O:38])[O:16][C:8]1[C:9]2[CH:15]=[CH:14][CH:13]=[CH:12][C:10]=2[C:11]2[C@H:3]([CH2:2][Cl:1])[CH2:4][NH:5][C:6]=2[CH:7]=1)[CH3:37])=[O:36], predict the reactants needed to synthesize it. The reactants are: [Cl:1][CH2:2][C@H:3]1[C:11]2[C:10]3[CH:12]=[CH:13][CH:14]=[CH:15][C:9]=3[C:8]([O:16][C:17](=[O:38])[N:18]([CH2:20][CH2:21][N:22]([CH3:37])[C:23](=[O:36])[CH2:24][CH2:25][CH2:26][CH2:27][CH2:28][N:29]3[C:33](=[O:34])[CH:32]=[CH:31][C:30]3=[O:35])[CH3:19])=[CH:7][C:6]=2[N:5](C(OC(C)(C)C)=O)[CH2:4]1.C(O)(C(F)(F)F)=O. (7) Given the product [CH3:21][O:3][CH2:4][C:5]1[CH:6]=[C:7]([CH:11]=[C:12]([S:14]([F:19])([F:15])([F:16])([F:17])[F:18])[CH:13]=1)[C:8]([OH:10])=[O:9], predict the reactants needed to synthesize it. The reactants are: [H-].[Na+].[OH:3][CH2:4][C:5]1[CH:6]=[C:7]([CH:11]=[C:12]([S:14]([F:19])([F:18])([F:17])([F:16])[F:15])[CH:13]=1)[C:8]([OH:10])=[O:9].I[CH3:21].Cl.